This data is from Forward reaction prediction with 1.9M reactions from USPTO patents (1976-2016). The task is: Predict the product of the given reaction. (1) Given the reactants [NH2:1][C:2]1[CH:19]=[CH:18][C:17]([C:20]([F:23])([F:22])[F:21])=[CH:16][C:3]=1[O:4][CH2:5][C:6]1[CH:15]=[CH:14][C:9]([C:10]([O:12][CH3:13])=[O:11])=[CH:8][CH:7]=1.C1(P(C2C=CC=CC=2)C2C=CC=CC=2)C=CC=CC=1.[CH:43]1([S:48](Cl)(=O)=[O:49])[CH2:47][CH2:46][CH2:45][CH2:44]1.O, predict the reaction product. The product is: [CH:43]1([S:48]([NH:1][C:2]2[CH:19]=[CH:18][C:17]([C:20]([F:21])([F:22])[F:23])=[CH:16][C:3]=2[O:4][CH2:5][C:6]2[CH:7]=[CH:8][C:9]([C:10]([O:12][CH3:13])=[O:11])=[CH:14][CH:15]=2)=[O:49])[CH2:47][CH2:46][CH2:45][CH2:44]1. (2) The product is: [C:76]([O:43][CH2:42][CH2:41][O:40][C:34]1[C:33]([F:44])=[C:32]([C@@H:10]([NH:9][C:6]2[CH:5]=[CH:4][C:3]([C:2]([NH2:1])=[N:45][C:46]([O:48][CH2:49][C:50]([CH3:51])([CH3:53])[CH3:52])=[O:47])=[CH:8][CH:7]=2)[C:11]2[N:12]=[C:13]([O:22][CH2:23][O:24][C:25](=[O:31])[CH:26]([CH2:29][CH3:30])[CH2:27][CH3:28])[N:14]([C:16]3[N:21]=[CH:20][CH:19]=[CH:18][N:17]=3)[N:15]=2)[CH:37]=[C:36]([O:38][CH3:39])[CH:35]=1)(=[O:78])[CH3:77]. Given the reactants [NH2:1][C:2](=[N:45][C:46]([O:48][CH2:49][C:50]([CH3:53])([CH3:52])[CH3:51])=[O:47])[C:3]1[CH:8]=[CH:7][C:6]([NH:9][C@H:10]([C:32]2[CH:37]=[C:36]([O:38][CH3:39])[CH:35]=[C:34]([O:40][CH2:41][CH2:42][OH:43])[C:33]=2[F:44])[C:11]2[N:12]=[C:13]([O:22][CH2:23][O:24][C:25](=[O:31])[CH:26]([CH2:29][CH3:30])[CH2:27][CH3:28])[N:14]([C:16]3[N:21]=[CH:20][CH:19]=[CH:18][N:17]=3)[N:15]=2)=[CH:5][CH:4]=1.C(N(CC)CC)C.CN(C(F)=[N+](C)C)C.F[P-](F)(F)(F)(F)F.[C:76](O)(=[O:78])[CH3:77], predict the reaction product.